Dataset: Catalyst prediction with 721,799 reactions and 888 catalyst types from USPTO. Task: Predict which catalyst facilitates the given reaction. (1) Product: [N:40]1[C:41]2[C:46](=[N:45][CH:44]=[CH:43][CH:42]=2)[CH:47]=[CH:48][C:39]=1[CH2:38][O:21][C:18]1[CH:17]=[CH:16][C:15]([C:6]2[C:7]([C:9]3[CH:10]=[CH:11][N:12]=[CH:13][CH:14]=3)=[CH:8][N:4]([CH2:3][CH2:2][OH:1])[N:5]=2)=[CH:20][CH:19]=1. Reactant: [OH:1][CH2:2][CH2:3][N:4]1[CH:8]=[C:7]([C:9]2[CH:14]=[CH:13][N:12]=[CH:11][CH:10]=2)[C:6]([C:15]2[CH:20]=[CH:19][C:18]([OH:21])=[CH:17][CH:16]=2)=[N:5]1.CN(C=O)C.C[Si]([N-][Si](C)(C)C)(C)C.[Na+].Cl[CH2:38][C:39]1[CH:48]=[CH:47][C:46]2[C:41](=[CH:42][CH:43]=[CH:44][N:45]=2)[N:40]=1. The catalyst class is: 1. (2) Reactant: [OH:1][C:2]1[C:6]2([CH2:11][CH2:10][N:9]([O:12][CH3:13])[CH2:8][CH2:7]2)[S:5][C:4](=[O:14])[C:3]=1[C:15]1[C:20]([CH3:21])=[CH:19][C:18]([CH3:22])=[CH:17][C:16]=1[CH3:23].C(N(CC)CC)C.Cl[C:32]([O:34][CH2:35][CH3:36])=[O:33]. Product: [CH3:13][O:12][N:9]1[CH2:10][CH2:11][C:6]2([S:5][C:4](=[O:14])[C:3]([C:15]3[C:20]([CH3:21])=[CH:19][C:18]([CH3:22])=[CH:17][C:16]=3[CH3:23])=[C:2]2[O:1][C:32](=[O:33])[O:34][CH2:35][CH3:36])[CH2:7][CH2:8]1. The catalyst class is: 7. (3) Product: [OH:20][C:15]1[CH:16]=[CH:17][CH:18]=[CH:19][C:14]=1[NH:13][C:10]([C:4]1[CH:3]=[C:2]([Cl:1])[C:7]([Cl:8])=[C:6]([Cl:9])[N:5]=1)=[O:11]. Reactant: [Cl:1][C:2]1[C:7]([Cl:8])=[C:6]([Cl:9])[N:5]=[C:4]([C:10](Cl)=[O:11])[CH:3]=1.[NH2:13][C:14]1[CH:19]=[CH:18][CH:17]=[CH:16][C:15]=1[OH:20].C(N(CC)CC)C. The catalyst class is: 4. (4) Reactant: [N:1]([C:4]1[CH:5]=[N:6][CH:7]=[CH:8][C:9]=1[C@H:10]1[CH2:15][CH2:14][CH2:13][C@@H:12]([N:16]2[C:24](=[O:25])[C:23]3[C:18](=[CH:19][CH:20]=[CH:21][CH:22]=3)[C:17]2=[O:26])[CH2:11]1)=[N+]=[N-].[N:27]([C:30]1[CH:31]=[N:32][CH:33]=[CH:34][C:35]=1[C@@H:36]1[CH2:41][CH2:40][CH2:39][C@H:38]([N:42]2[C:50](=[O:51])[C:49]3[C:44](=[CH:45][CH:46]=[CH:47][CH:48]=3)[C:43]2=[O:52])[CH2:37]1)=[N+]=[N-].P(C)(C)C.[C:57](=[S:59])=[S:58]. Product: [N:1]([C:4]1[CH:5]=[N:6][CH:7]=[CH:8][C:9]=1[C@H:10]1[CH2:15][CH2:14][CH2:13][C@@H:12]([N:16]2[C:24](=[O:25])[C:23]3[C:18](=[CH:19][CH:20]=[CH:21][CH:22]=3)[C:17]2=[O:26])[CH2:11]1)=[C:57]=[S:58].[N:27]([C:30]1[CH:31]=[N:32][CH:33]=[CH:34][C:35]=1[C@@H:36]1[CH2:41][CH2:40][CH2:39][C@H:38]([N:42]2[C:43](=[O:52])[C:44]3[C:49](=[CH:48][CH:47]=[CH:46][CH:45]=3)[C:50]2=[O:51])[CH2:37]1)=[C:57]=[S:59]. The catalyst class is: 1. (5) Reactant: [CH2:1]([O:8][C:9]([C:11]1[C:19]2[C:14](=[CH:15][CH:16]=[C:17]([CH2:20][CH2:21][NH:22]C(OC(C)(C)C)=O)[CH:18]=2)[NH:13][C:12]=1[CH3:30])=[O:10])[C:2]1[CH:7]=[CH:6][CH:5]=[CH:4][CH:3]=1.[ClH:31]. Product: [ClH:31].[CH2:1]([O:8][C:9]([C:11]1[C:19]2[C:14](=[CH:15][CH:16]=[C:17]([CH2:20][CH2:21][NH2:22])[CH:18]=2)[NH:13][C:12]=1[CH3:30])=[O:10])[C:2]1[CH:3]=[CH:4][CH:5]=[CH:6][CH:7]=1. The catalyst class is: 12. (6) Reactant: NCC1N2C3C=CC=C(F)C=3C=C2C2N=C([C:21]3[C:22]([N:41]([CH3:46])[S:42]([CH3:45])(=[O:44])=[O:43])=[CH:23][C:24]4[O:28][C:27]([C:29]5[CH:34]=[CH:33][C:32]([F:35])=[CH:31][CH:30]=5)=[C:26]([C:36]([NH:38][CH3:39])=[O:37])[C:25]=4[CH:40]=3)C=CC=2O1.N1C=CC=CC=1.C(Cl)(=O)C. Product: [F:35][C:32]1[CH:33]=[CH:34][C:29]([C:27]2[O:28][C:24]3[CH:23]=[C:22]([N:41]([CH3:46])[S:42]([CH3:45])(=[O:43])=[O:44])[CH:21]=[CH:40][C:25]=3[C:26]=2[C:36]([NH:38][CH3:39])=[O:37])=[CH:30][CH:31]=1. The catalyst class is: 46. (7) Reactant: [CH:1]1[CH:2]=[CH:3][C:4]([NH:11][C:12]2[C:13]([Cl:19])=[CH:14][CH:15]=[CH:16][C:17]=2[Cl:18])=[C:5]([CH2:7][C:8]([OH:10])=[O:9])[CH:6]=1.OC1C2N=NNC=2C=CC=1.C1CCC(N=C=NC2CCCCC2)CC1.O[C:46]1[CH:51]=[CH:50][C:49]([C:52]2[S:56][S:55][C:54](=[S:57])[CH:53]=2)=[CH:48][CH:47]=1. Product: [S:57]=[C:54]1[S:55][S:56][C:52]([C:49]2[CH:48]=[CH:47][C:46]([O:9][C:8](=[O:10])[CH2:7][C:5]3[CH:6]=[CH:1][CH:2]=[CH:3][C:4]=3[NH:11][C:12]3[C:13]([Cl:19])=[CH:14][CH:15]=[CH:16][C:17]=3[Cl:18])=[CH:51][CH:50]=2)=[CH:53]1. The catalyst class is: 42. (8) Reactant: [CH3:1][N:2]([CH3:24])[C:3]([C:5]1[CH:10]=[CH:9][C:8]([NH:11][S:12]([C:15]2[S:19][C:18]([C:20]([O:22]C)=[O:21])=[CH:17][CH:16]=2)(=[O:14])=[O:13])=[CH:7][CH:6]=1)=[O:4]. Product: [CH3:1][N:2]([CH3:24])[C:3]([C:5]1[CH:10]=[CH:9][C:8]([NH:11][S:12]([C:15]2[S:19][C:18]([C:20]([OH:22])=[O:21])=[CH:17][CH:16]=2)(=[O:14])=[O:13])=[CH:7][CH:6]=1)=[O:4]. The catalyst class is: 273. (9) Reactant: C[O:2][C:3](=[O:27])[CH2:4][CH2:5][CH2:6][CH2:7][CH2:8][S:9][C:10]1[CH:15]=[CH:14][C:13]([NH:16][S:17]([C:20]2[CH:25]=[CH:24][C:23]([Cl:26])=[CH:22][CH:21]=2)(=[O:19])=[O:18])=[CH:12][CH:11]=1.NO.[OH-].[K+].CO. Product: [Cl:26][C:23]1[CH:22]=[CH:21][C:20]([S:17]([NH:16][C:13]2[CH:14]=[CH:15][C:10]([S:9][CH2:8][CH2:7][CH2:6][CH2:5][CH2:4][C:3]([OH:27])=[O:2])=[CH:11][CH:12]=2)(=[O:18])=[O:19])=[CH:25][CH:24]=1. The catalyst class is: 1. (10) Reactant: CS(C)=O.[H-].[Na+].[I-].[CH3:8][S+](C)C.[F:12][C:13]1[CH:14]=[C:15]([C:21](=[O:23])[CH3:22])[CH:16]=[CH:17][C:18]=1[O:19][CH3:20]. Product: [F:12][C:13]1[CH:14]=[C:15]([C:21]2([CH3:8])[CH2:22][O:23]2)[CH:16]=[CH:17][C:18]=1[O:19][CH3:20]. The catalyst class is: 1.